This data is from Reaction yield outcomes from USPTO patents with 853,638 reactions. The task is: Predict the reaction yield, written as a fraction of the theoretical maximum amount of product (1.0 means a 100% yield; for example, 0.34 means a 34% yield). The reactants are [CH3:1][N:2]([S:22]([C:25]1[S:26][CH:27]=[CH:28][CH:29]=1)(=[O:24])=[O:23])[C:3]1[CH:4]=[CH:5][CH:6]=[C:7]2[C:11]=1[NH:10][C:9]([C:12]1[S:13][C:14]([CH2:17][CH2:18][C:19]([OH:21])=O)=[CH:15][N:16]=1)=[CH:8]2.N1(O)C2C=CC=CC=2N=N1.Cl.CN(C)CCCN=C=NCC.[NH:52]1[CH2:57][CH2:56][O:55][CH2:54][CH2:53]1. The catalyst is O.CN(C)C=O. The product is [CH3:1][N:2]([C:3]1[CH:4]=[CH:5][CH:6]=[C:7]2[C:11]=1[NH:10][C:9]([C:12]1[S:13][C:14]([CH2:17][CH2:18][C:19]([N:52]3[CH2:57][CH2:56][O:55][CH2:54][CH2:53]3)=[O:21])=[CH:15][N:16]=1)=[CH:8]2)[S:22]([C:25]1[S:26][CH:27]=[CH:28][CH:29]=1)(=[O:23])=[O:24]. The yield is 0.690.